Task: Predict the product of the given reaction.. Dataset: Forward reaction prediction with 1.9M reactions from USPTO patents (1976-2016) The product is: [CH:3]([O:6][C:7]1[CH:8]=[C:9]([CH:23]=[C:24]([O:29][CH:30]([CH3:31])[CH3:32])[C:25]=1[O:26][CH2:27][CH3:28])[C:10]([NH:12][C:13]1[CH:21]=[CH:20][C:16]([C:17]([OH:19])=[O:18])=[C:15]([F:22])[CH:14]=1)=[O:11])([CH3:5])[CH3:4]. Given the reactants [OH-].[Li+].[CH:3]([O:6][C:7]1[CH:8]=[C:9]([CH:23]=[C:24]([O:29][CH:30]([CH3:32])[CH3:31])[C:25]=1[O:26][CH2:27][CH3:28])[C:10]([NH:12][C:13]1[CH:21]=[CH:20][C:16]([C:17]([O-:19])=[O:18])=[C:15]([F:22])[CH:14]=1)=[O:11])([CH3:5])[CH3:4], predict the reaction product.